This data is from Catalyst prediction with 721,799 reactions and 888 catalyst types from USPTO. The task is: Predict which catalyst facilitates the given reaction. (1) Reactant: [CH2:1]([O:5][C:6]1[CH:11]=[CH:10][C:9]([S:12]([N:15]([CH:17]([C:21]2[CH:26]=[CH:25][C:24]([O:27][CH2:28][CH2:29][CH2:30][NH:31][C:32]([O:34][CH2:35][CH3:36])=[O:33])=[CH:23][CH:22]=2)[C:18](O)=[O:19])[CH3:16])(=[O:14])=[O:13])=[CH:8][CH:7]=1)[C:2]#[C:3][CH3:4].[OH:37][N:38]1C2C=CC=CC=2N=N1.NO. Product: [CH2:1]([O:5][C:6]1[CH:7]=[CH:8][C:9]([S:12]([N:15]([CH3:16])[CH:17]([C:21]2[CH:22]=[CH:23][C:24]([O:27][CH2:28][CH2:29][CH2:30][NH:31][C:32](=[O:33])[O:34][CH2:35][CH3:36])=[CH:25][CH:26]=2)[C:18]([NH:38][OH:37])=[O:19])(=[O:14])=[O:13])=[CH:10][CH:11]=1)[C:2]#[C:3][CH3:4]. The catalyst class is: 3. (2) Reactant: C1COCC1.[H-].[H-].[H-].[H-].[Li+].[Al+3].Cl.[NH2:13][CH:14]([C:18]1[CH:23]=[C:22]([F:24])[C:21]([F:25])=[C:20]([F:26])[CH:19]=1)[C:15](O)=[O:16].CO. The catalyst class is: 6. Product: [NH2:13][CH:14]([C:18]1[CH:19]=[C:20]([F:26])[C:21]([F:25])=[C:22]([F:24])[CH:23]=1)[CH2:15][OH:16]. (3) Reactant: [Cl:1][C:2]1[CH:10]=[C:9]2[C:5]([C:6]([C:11]([C:13]3[C:14](Cl)=[N:15][CH:16]=[CH:17][CH:18]=3)=[O:12])=[CH:7][NH:8]2)=[CH:4][CH:3]=1.[CH:20]1([NH2:25])[CH2:24][CH2:23][CH2:22][CH2:21]1. Product: [Cl:1][C:2]1[CH:10]=[C:9]2[C:5]([C:6]([C:11]([C:13]3[C:14]([NH:25][CH:20]4[CH2:24][CH2:23][CH2:22][CH2:21]4)=[N:15][CH:16]=[CH:17][CH:18]=3)=[O:12])=[CH:7][NH:8]2)=[CH:4][CH:3]=1. The catalyst class is: 16. (4) Reactant: [Cl:1][C:2]1[CH:33]=[CH:32][C:5]([CH2:6][N:7]([CH2:26][CH2:27][C:28](=[NH:31])[NH:29][OH:30])[C:8]([C:10]2([CH3:25])[CH2:13][CH2:12][N:11]2[C:14](=[O:24])[CH2:15][C:16]2[CH:21]=[C:20]([CH3:22])[CH:19]=[C:18]([CH3:23])[CH:17]=2)=[O:9])=[CH:4][CH:3]=1.Cl[C:35](Cl)([O:37]C(=O)OC(Cl)(Cl)Cl)Cl. Product: [Cl:1][C:2]1[CH:3]=[CH:4][C:5]([CH2:6][N:7]([CH2:26][CH2:27][C:28]2[N:31]=[C:35]([OH:37])[O:30][N:29]=2)[C:8]([C:10]2([CH3:25])[CH2:13][CH2:12][N:11]2[C:14](=[O:24])[CH2:15][C:16]2[CH:17]=[C:18]([CH3:23])[CH:19]=[C:20]([CH3:22])[CH:21]=2)=[O:9])=[CH:32][CH:33]=1. The catalyst class is: 12. (5) Reactant: C(OC[N:9]1[CH:13]=[C:12]([C:14]2[CH:19]=[CH:18][CH:17]=[C:16]([N+:20]([O-:22])=[O:21])[C:15]=2[O:23][CH3:24])[N:11]=[N:10]1)(=O)C(C)(C)C.[OH-].[Na+].Cl. Product: [CH3:24][O:23][C:15]1[C:16]([N+:20]([O-:22])=[O:21])=[CH:17][CH:18]=[CH:19][C:14]=1[C:12]1[N:11]=[N:10][NH:9][CH:13]=1. The catalyst class is: 111. (6) Reactant: [CH3:1][S:2]([C:5]1[CH:6]=[C:7]([C:11]2[S:15][C:14]([C:16](=[O:18])[CH3:17])=[CH:13][CH:12]=2)[CH:8]=[CH:9][CH:10]=1)(=[O:4])=[O:3].C[Si]([N-][Si](C)(C)C)(C)C.[Li+].[F:29][C:30]([F:37])([F:36])[C:31](OCC)=[O:32]. Product: [F:29][C:30]([F:37])([F:36])[C:31](=[O:32])[CH2:17][C:16]([C:14]1[S:15][C:11]([C:7]2[CH:8]=[CH:9][CH:10]=[C:5]([S:2]([CH3:1])(=[O:4])=[O:3])[CH:6]=2)=[CH:12][CH:13]=1)=[O:18]. The catalyst class is: 1. (7) Reactant: [CH3:1][C:2]1([CH3:13])[C:7](=[O:8])[C:6]([CH3:10])([CH3:9])[C:5](=[O:11])[CH2:4][C:3]1=[O:12].C([O-])(=O)C.C([O-])(=O)C.C([O-])(=O)C.[Br:26][C:27]1[CH:28]=[CH:29][C:30]([CH2:34][CH3:35])=[C:31]([Pb+3])[CH:32]=1.C(Cl)(Cl)Cl.C1(C)C=CC=CC=1. Product: [Br:26][C:27]1[CH:32]=[CH:31][C:30]([CH2:34][CH3:35])=[C:29]([CH:4]2[C:3](=[O:12])[C:2]([CH3:13])([CH3:1])[C:7](=[O:8])[C:6]([CH3:9])([CH3:10])[C:5]2=[O:11])[CH:28]=1. The catalyst class is: 646. (8) Reactant: [OH:1][CH:2]1[CH2:8][CH2:7][CH:6]2[CH:3]1[CH2:4][C:5]2=[O:9].CCN(CC)CC.[C:17](Cl)(=[O:24])[C:18]1[CH:23]=[CH:22][CH:21]=[CH:20][CH:19]=1. Product: [C:17]([O:1][CH:2]1[CH2:8][CH2:7][CH:6]2[CH:3]1[CH2:4][C:5]2=[O:9])(=[O:24])[C:18]1[CH:23]=[CH:22][CH:21]=[CH:20][CH:19]=1. The catalyst class is: 2. (9) Reactant: [N+:1]([C:4]1[CH:5]=[CH:6][C:7]([CH:10]2[CH2:13][N:12]([C:14](=O)[CH2:15][CH3:16])[CH2:11]2)=[N:8][CH:9]=1)([O-])=O.O.O.Cl[Sn]Cl.N1C=CC=CC=1.[CH:29]([C:32]1[CH:37]=[CH:36][C:35]([S:38](Cl)(=[O:40])=[O:39])=[CH:34][CH:33]=1)([CH3:31])[CH3:30]. Product: [CH:29]([C:32]1[CH:37]=[CH:36][C:35]([S:38]([NH:1][C:4]2[CH:9]=[N:8][C:7]([CH:10]3[CH2:13][N:12]([CH2:14][CH2:15][CH3:16])[CH2:11]3)=[CH:6][CH:5]=2)(=[O:40])=[O:39])=[CH:34][CH:33]=1)([CH3:31])[CH3:30]. The catalyst class is: 511.